Dataset: Reaction yield outcomes from USPTO patents with 853,638 reactions. Task: Predict the reaction yield, written as a fraction of the theoretical maximum amount of product (1.0 means a 100% yield; for example, 0.34 means a 34% yield). (1) The catalyst is Cl[Pd](Cl)([P](C1C=CC=CC=1)(C1C=CC=CC=1)C1C=CC=CC=1)[P](C1C=CC=CC=1)(C1C=CC=CC=1)C1C=CC=CC=1.O.C(#N)C. The reactants are N1C=CC=CC=1.[C:7]([C:10]1[CH:11]=[CH:12][C:13](Br)=[N:14][CH:15]=1)(=[O:9])[CH3:8].[C:17]1([CH3:26])[CH:22]=[CH:21][C:20](B(O)O)=[CH:19][CH:18]=1.C([O-])([O-])=O.[Na+].[Na+]. The yield is 0.920. The product is [C:17]1([CH3:26])[CH:22]=[CH:21][C:20]([C:13]2[N:14]=[CH:15][C:10]([C:7](=[O:9])[CH3:8])=[CH:11][CH:12]=2)=[CH:19][CH:18]=1. (2) The reactants are O.[C:2]1([CH:8]([CH3:11])[C:9]#[N:10])[CH:7]=[CH:6][CH:5]=[CH:4][CH:3]=1.[ClH:12].[H][H]. The catalyst is C(O)C. The product is [ClH:12].[C:2]1([CH:8]([CH3:11])[CH2:9][NH2:10])[CH:7]=[CH:6][CH:5]=[CH:4][CH:3]=1. The yield is 0.762. (3) The reactants are [OH:1][C:2]1[CH:3]=[C:4]([NH:9][C:10]([NH2:12])=[S:11])[CH:5]=[CH:6][C:7]=1[CH3:8].Br[CH2:14][C:15](=O)[CH3:16]. The catalyst is CN(C=O)C. The product is [CH3:8][C:7]1[CH:6]=[CH:5][C:4]([NH:9][C:10]2[S:11][CH:14]=[C:15]([CH3:16])[N:12]=2)=[CH:3][C:2]=1[OH:1]. The yield is 0.610. (4) The reactants are [CH3:1][C:2]1[O:8][CH:7]=[CH:6][C:4](=[O:5])[C:3]=1[OH:9].[OH-].[Na+].[CH2:12](Cl)[C:13]1[CH:18]=[CH:17][CH:16]=[CH:15][CH:14]=1. The catalyst is CO. The product is [CH2:12]([O:9][C:3]1[C:4](=[O:5])[CH:6]=[CH:7][O:8][C:2]=1[CH3:1])[C:13]1[CH:18]=[CH:17][CH:16]=[CH:15][CH:14]=1. The yield is 0.950. (5) The reactants are C([O:3][C:4](=[O:29])[CH:5]([CH:11]([C:18]1[C:26]2[C:21](=[N:22][CH:23]=[CH:24][C:25]=2[O:27][CH3:28])[NH:20][CH:19]=1)[C:12]1[CH:17]=[CH:16][CH:15]=[CH:14][CH:13]=1)[C:6]([O:8]CC)=[O:7])C.O.[OH-].[K+]. The catalyst is C1COCC1.CCO. The product is [CH3:28][O:27][C:25]1[CH:24]=[CH:23][N:22]=[C:21]2[NH:20][CH:19]=[C:18]([CH:11]([C:12]3[CH:13]=[CH:14][CH:15]=[CH:16][CH:17]=3)[CH:5]([C:4]([OH:29])=[O:3])[C:6]([OH:8])=[O:7])[C:26]=12. The yield is 0.940. (6) The reactants are Cl.Cl.[NH2:3][C@@H:4]1[CH2:8][C@H:7]([C:9]([OH:11])=[O:10])[CH:6]=[CH:5]1.CCN(C(C)C)C(C)C.[C:21](O[C:21]([O:23][C:24]([CH3:27])([CH3:26])[CH3:25])=[O:22])([O:23][C:24]([CH3:27])([CH3:26])[CH3:25])=[O:22]. The catalyst is O.O1CCOCC1. The product is [C:24]([O:23][C:21]([NH:3][C@@H:4]1[CH2:8][C@H:7]([C:9]([OH:11])=[O:10])[CH:6]=[CH:5]1)=[O:22])([CH3:27])([CH3:26])[CH3:25]. The yield is 0.500.